This data is from NCI-60 drug combinations with 297,098 pairs across 59 cell lines. The task is: Regression. Given two drug SMILES strings and cell line genomic features, predict the synergy score measuring deviation from expected non-interaction effect. (1) Drug 1: C1CCC(C1)C(CC#N)N2C=C(C=N2)C3=C4C=CNC4=NC=N3. Drug 2: CCN(CC)CCNC(=O)C1=C(NC(=C1C)C=C2C3=C(C=CC(=C3)F)NC2=O)C. Cell line: HL-60(TB). Synergy scores: CSS=-8.37, Synergy_ZIP=7.11, Synergy_Bliss=6.80, Synergy_Loewe=-6.53, Synergy_HSA=-5.02. (2) Drug 1: COC1=C(C=C2C(=C1)N=CN=C2NC3=CC(=C(C=C3)F)Cl)OCCCN4CCOCC4. Drug 2: CC(C1=C(C=CC(=C1Cl)F)Cl)OC2=C(N=CC(=C2)C3=CN(N=C3)C4CCNCC4)N. Cell line: K-562. Synergy scores: CSS=25.0, Synergy_ZIP=-0.838, Synergy_Bliss=-1.20, Synergy_Loewe=-10.8, Synergy_HSA=-0.385. (3) Drug 2: CCCCCOC(=O)NC1=NC(=O)N(C=C1F)C2C(C(C(O2)C)O)O. Synergy scores: CSS=14.1, Synergy_ZIP=-4.84, Synergy_Bliss=-2.12, Synergy_Loewe=-0.000993, Synergy_HSA=-0.475. Cell line: RPMI-8226. Drug 1: C1=NC2=C(N=C(N=C2N1C3C(C(C(O3)CO)O)O)F)N. (4) Drug 1: CC1C(C(CC(O1)OC2CC(CC3=C2C(=C4C(=C3O)C(=O)C5=C(C4=O)C(=CC=C5)OC)O)(C(=O)CO)O)N)O.Cl. Drug 2: CC1=CC2C(CCC3(C2CCC3(C(=O)C)OC(=O)C)C)C4(C1=CC(=O)CC4)C. Cell line: SF-268. Synergy scores: CSS=8.84, Synergy_ZIP=-0.962, Synergy_Bliss=2.94, Synergy_Loewe=4.38, Synergy_HSA=3.99. (5) Drug 1: COC1=C2C(=CC3=C1OC=C3)C=CC(=O)O2. Drug 2: CCC1(C2=C(COC1=O)C(=O)N3CC4=CC5=C(C=CC(=C5CN(C)C)O)N=C4C3=C2)O.Cl. Cell line: OVCAR3. Synergy scores: CSS=9.50, Synergy_ZIP=-17.6, Synergy_Bliss=-30.6, Synergy_Loewe=-43.8, Synergy_HSA=-23.9. (6) Cell line: DU-145. Synergy scores: CSS=34.8, Synergy_ZIP=4.62, Synergy_Bliss=5.19, Synergy_Loewe=3.47, Synergy_HSA=7.82. Drug 1: CCN(CC)CCCC(C)NC1=C2C=C(C=CC2=NC3=C1C=CC(=C3)Cl)OC. Drug 2: C1CN(CCN1C(=O)CCBr)C(=O)CCBr.